From a dataset of Forward reaction prediction with 1.9M reactions from USPTO patents (1976-2016). Predict the product of the given reaction. (1) Given the reactants [OH:1][C:2]1[CH:3]=[CH:4][C:5]2[S:10][C:9]([C:11]3[CH:16]=[CH:15][CH:14]=[CH:13][N:12]=3)=[N:8][C:7](=[O:17])[C:6]=2[CH:18]=1.Br[CH2:20][CH2:21][CH2:22][CH2:23][CH2:24][C:25]([O:27][C:28]([CH3:31])([CH3:30])[CH3:29])=[O:26].C(=O)([O-])[O-].[K+].[K+].CN(C=O)C, predict the reaction product. The product is: [O:17]=[C:7]1[C:6]2[CH:18]=[C:2]([O:1][CH2:20][CH2:21][CH2:22][CH2:23][CH2:24][C:25]([O:27][C:28]([CH3:29])([CH3:31])[CH3:30])=[O:26])[CH:3]=[CH:4][C:5]=2[S:10][C:9]([C:11]2[CH:16]=[CH:15][CH:14]=[CH:13][N:12]=2)=[N:8]1. (2) Given the reactants [CH:1]1([OH:8])[CH2:7][CH2:6][CH2:5][CH2:4][CH:3]=[CH:2]1.N1C=CC=CC=1.Cl[C:16]([O:18][CH3:19])=[O:17], predict the reaction product. The product is: [C:16](=[O:17])([O:18][CH3:19])[O:8][CH:1]1[CH2:7][CH2:6][CH2:5][CH2:4][CH:3]=[CH:2]1. (3) Given the reactants [CH2:1]([O:5][C:6]1[CH:16]=[CH:15][C:9]([C:10]([O:12]CC)=[O:11])=[CH:8][CH:7]=1)[CH2:2][CH2:3][CH3:4].[OH-].[Na+].Cl, predict the reaction product. The product is: [CH2:1]([O:5][C:6]1[CH:16]=[CH:15][C:9]([C:10]([OH:12])=[O:11])=[CH:8][CH:7]=1)[CH2:2][CH2:3][CH3:4]. (4) Given the reactants Br[C:2]1[CH:8]=[CH:7][C:5]([NH2:6])=[CH:4][C:3]=1[CH3:9].[CH3:10][C:11]1[CH:16]=[CH:15][C:14](B(O)O)=[CH:13][CH:12]=1, predict the reaction product. The product is: [CH3:9][C:3]1[CH:4]=[C:5]([NH2:6])[CH:7]=[CH:8][C:2]=1[C:14]1[CH:15]=[CH:16][C:11]([CH3:10])=[CH:12][CH:13]=1. (5) Given the reactants Br[C:2]1[S:3][CH:4]=[C:5]([C:7]([NH:9][C:10]2[CH:11]=[N:12][N:13]([CH3:31])[C:14]=2[C@H:15]2[O:21][CH2:20][C@@H:19]([F:22])[C@H:18]([NH:23]C(=O)OC(C)(C)C)[CH2:17][CH2:16]2)=[O:8])[N:6]=1.[CH3:32][O:33][C:34]1[C:39](B(O)O)=[CH:38][CH:37]=[CH:36][N:35]=1, predict the reaction product. The product is: [NH2:23][C@H:18]1[C@H:19]([F:22])[CH2:20][O:21][C@H:15]([C:14]2[N:13]([CH3:31])[N:12]=[CH:11][C:10]=2[NH:9][C:7]([C:5]2[N:6]=[C:2]([C:39]3[C:34]([O:33][CH3:32])=[N:35][CH:36]=[CH:37][CH:38]=3)[S:3][CH:4]=2)=[O:8])[CH2:16][CH2:17]1. (6) Given the reactants C(OC(=O)[NH:7][CH2:8][CH2:9][NH:10][S:11]([C:14]1[C:15]2[CH:16]=[CH:17][N:18]=[CH:19][C:20]=2[CH:21]=[C:22](Br)[CH:23]=1)(=[O:13])=[O:12])(C)(C)C.[F:26][CH:27]([F:37])[C:28]1[CH:29]=[C:30](B(O)O)[CH:31]=[CH:32][CH:33]=1.[O-]P([O-])([O-])=O.[K+].[K+].[K+], predict the reaction product. The product is: [NH2:7][CH2:8][CH2:9][NH:10][S:11]([C:14]1[C:15]2[CH:16]=[CH:17][N:18]=[CH:19][C:20]=2[CH:21]=[C:22]([C:32]2[CH:31]=[CH:30][CH:29]=[C:28]([CH:27]([F:37])[F:26])[CH:33]=2)[CH:23]=1)(=[O:12])=[O:13]. (7) The product is: [Cl:2][C:3]1[CH:4]=[C:5]2[C:9](=[CH:10][CH:11]=1)[NH:8][CH:7]=[C:6]2[CH2:12][CH2:13][NH:14][C:28]([CH:25]1[CH2:26][CH2:27][N:23]([C:17]2[C:16]([F:15])=[CH:21][CH:20]=[CH:19][C:18]=2[F:22])[C:24]1=[O:31])=[O:29]. Given the reactants Cl.[Cl:2][C:3]1[CH:4]=[C:5]2[C:9](=[CH:10][CH:11]=1)[NH:8][CH:7]=[C:6]2[CH2:12][CH2:13][NH2:14].[F:15][C:16]1[CH:21]=[CH:20][CH:19]=[C:18]([F:22])[C:17]=1[N:23]1[CH2:27][CH2:26][CH:25]([C:28](O)=[O:29])[C:24]1=[O:31].CN(C(ON1N=NC2C=CC=NC1=2)=[N+](C)C)C.F[P-](F)(F)(F)(F)F.C(N(CC)C(C)C)(C)C, predict the reaction product. (8) Given the reactants Cl.[CH3:2][C:3]1[CH:8]=[CH:7][CH:6]=[CH:5][C:4]=1[CH2:9][C:10](=[NH:14])[O:11][CH2:12][CH3:13].[N:15]#[C:16]N, predict the reaction product. The product is: [C:16]([N:14]=[C:10]([O:11][CH2:12][CH3:13])[CH2:9][C:4]1[CH:5]=[CH:6][CH:7]=[CH:8][C:3]=1[CH3:2])#[N:15]. (9) The product is: [C:13]1([C:7]2[CH:6]=[CH:5][S:4][C:3]=2[CH:1]=[O:2])[CH:12]=[CH:16][CH:15]=[CH:22][CH:17]=1. Given the reactants [CH:1]([C:3]1[S:4][CH:5]=[CH:6][C:7]=1B(O)O)=[O:2].Br[C:12]1[CH:16]=[CH:15]S[C:13]=1[CH:17]1OCCO1.[CH2:22]([Li])CCC.B(OCCCC)(OCCCC)OCCCC, predict the reaction product.